This data is from Catalyst prediction with 721,799 reactions and 888 catalyst types from USPTO. The task is: Predict which catalyst facilitates the given reaction. (1) Reactant: [ClH:1].[CH2:2]([O:4][CH2:5][C@@H:6]1[CH2:11][CH2:10][CH2:9][N:8](C(OC(C)(C)C)=O)[CH2:7]1)[CH3:3]. Product: [ClH:1].[CH2:2]([O:4][CH2:5][C@@H:6]1[CH2:11][CH2:10][CH2:9][NH:8][CH2:7]1)[CH3:3]. The catalyst class is: 12. (2) Reactant: [Cl:1][C:2]1[CH:3]=[C:4]([CH:8]=[CH:9][C:10]=1[O:11][CH2:12][C:13]1[CH:18]=[CH:17][C:16]([F:19])=[C:15]([F:20])[CH:14]=1)[C:5](O)=[O:6].F[P-](F)(F)(F)(F)F.N1(OC(N(C)C)=[N+](C)C)C2N=CC=CC=2N=N1.C(N(CC)C(C)C)(C)C.[CH3:54][S:55]([NH2:58])(=[O:57])=[O:56]. Product: [Cl:1][C:2]1[CH:3]=[C:4]([CH:8]=[CH:9][C:10]=1[O:11][CH2:12][C:13]1[CH:18]=[CH:17][C:16]([F:19])=[C:15]([F:20])[CH:14]=1)[C:5]([NH:58][S:55]([CH3:54])(=[O:57])=[O:56])=[O:6]. The catalyst class is: 2. (3) Reactant: [N+:1]([C:4]1[CH:9]=[CH:8][C:7]([NH:10][CH:11]2[CH2:16][CH2:15][CH:14]([O:17][CH2:18][C:19](O)=[O:20])[CH2:13][CH2:12]2)=[CH:6][C:5]=1[C:22]([F:25])([F:24])[F:23])([O-:3])=[O:2].CCN=C=NCCCN(C)C.Cl.C1C=CC2N(O)N=NC=2C=1.C(N(CC)CC)C.[F:55][C:56]1[CH:57]=[C:58]2[C:63](=[CH:64][CH:65]=1)[CH2:62][NH:61][CH2:60][CH2:59]2. Product: [F:55][C:56]1[CH:57]=[C:58]2[C:63](=[CH:64][CH:65]=1)[CH2:62][N:61]([C:19](=[O:20])[CH2:18][O:17][CH:14]1[CH2:13][CH2:12][CH:11]([NH:10][C:7]3[CH:8]=[CH:9][C:4]([N+:1]([O-:3])=[O:2])=[C:5]([C:22]([F:23])([F:25])[F:24])[CH:6]=3)[CH2:16][CH2:15]1)[CH2:60][CH2:59]2. The catalyst class is: 46. (4) Reactant: [CH:1]1([CH:4]([N:11]2[CH:15]=[C:14]([C:16]3[N:21]4[CH:22]=[CH:23][N:24]=[C:20]4[CH:19]=[C:18]([C:25]4[CH:26]=[N:27][N:28]([CH3:30])[CH:29]=4)[N:17]=3)[CH:13]=[N:12]2)[CH2:5][C:6](OCC)=[O:7])[CH2:3][CH2:2]1.[Li+].[BH4-]. Product: [CH:1]1([CH:4]([N:11]2[CH:15]=[C:14]([C:16]3[N:21]4[CH:22]=[CH:23][N:24]=[C:20]4[CH:19]=[C:18]([C:25]4[CH:26]=[N:27][N:28]([CH3:30])[CH:29]=4)[N:17]=3)[CH:13]=[N:12]2)[CH2:5][CH2:6][OH:7])[CH2:3][CH2:2]1. The catalyst class is: 219.